From a dataset of Reaction yield outcomes from USPTO patents with 853,638 reactions. Predict the reaction yield, written as a fraction of the theoretical maximum amount of product (1.0 means a 100% yield; for example, 0.34 means a 34% yield). (1) The reactants are C([O:4][C:5]1[CH:10]=[CH:9][C:8]([C:11]([C:26]2[CH:31]=[CH:30][C:29]([O:32]C(=O)C)=[CH:28][CH:27]=2)=[C:12]([C:15]2[CH:20]=[CH:19][C:18](/[CH:21]=[CH:22]/[C:23]([NH2:25])=[O:24])=[CH:17][CH:16]=2)[CH2:13][CH3:14])=[CH:7][CH:6]=1)(=O)C.C([O-])([O-])=O.[K+].[K+]. The catalyst is CO. The product is [CH2:13]([C:12]([C:15]1[CH:16]=[CH:17][C:18](/[CH:21]=[CH:22]/[C:23]([NH2:25])=[O:24])=[CH:19][CH:20]=1)=[C:11]([C:8]1[CH:9]=[CH:10][C:5]([OH:4])=[CH:6][CH:7]=1)[C:26]1[CH:27]=[CH:28][C:29]([OH:32])=[CH:30][CH:31]=1)[CH3:14]. The yield is 0.750. (2) The reactants are [Cl:1][C:2]1[CH:3]=[C:4]([CH:8]2[S:13][CH2:12][CH2:11][CH2:10][S:9]2)[CH:5]=[CH:6][CH:7]=1.[Li]CCCC.[F:19][CH:20]([F:31])[O:21][C:22]1[CH:29]=[CH:28][C:25]([CH:26]=[O:27])=[CH:24][C:23]=1[CH3:30]. The catalyst is C1COCC1. The product is [Cl:1][C:2]1[CH:3]=[C:4]([C:8]2([CH:26]([C:25]3[CH:28]=[CH:29][C:22]([O:21][CH:20]([F:19])[F:31])=[C:23]([CH3:30])[CH:24]=3)[OH:27])[S:9][CH2:10][CH2:11][CH2:12][S:13]2)[CH:5]=[CH:6][CH:7]=1. The yield is 0.490. (3) The reactants are [N+:1]([C:4]1[CH:9]=[CH:8][C:7]([OH:10])=[CH:6][CH:5]=1)([O-:3])=[O:2].C([O-])([O-])=O.[K+].[K+].Br.[N:18]1[CH:23]=[CH:22][CH:21]=[CH:20][C:19]=1[CH2:24]Br. The catalyst is CC(C)=O. The product is [N+:1]([C:4]1[CH:9]=[CH:8][C:7]([O:10][CH2:24][C:19]2[CH:20]=[CH:21][CH:22]=[CH:23][N:18]=2)=[CH:6][CH:5]=1)([O-:3])=[O:2]. The yield is 0.950. (4) The reactants are [Br:1][C:2]1[CH:3]=[N:4][CH:5]=[C:6]([CH:9]=1)[C:7]#[N:8].O.[BH4-].[Na+].Cl. The catalyst is C1COCC1.O.O.O.O.O.O.[Co](Cl)Cl. The product is [Br:1][C:2]1[CH:9]=[C:6]([CH2:7][NH2:8])[CH:5]=[N:4][CH:3]=1. The yield is 0.250. (5) The reactants are [CH2:1]([O:3][C:4]([C@H:6]1[CH2:11][CH2:10][C@H:9]([C:12]2[C:13](N)=[N:14][CH:15]=[CH:16][CH:17]=2)[CH2:8][CH2:7]1)=[O:5])[CH3:2].[ClH:19].N([O-])=O.[Na+]. The catalyst is [Cu]Cl. The product is [CH2:1]([O:3][C:4]([C@H:6]1[CH2:11][CH2:10][C@H:9]([C:12]2[C:13]([Cl:19])=[N:14][CH:15]=[CH:16][CH:17]=2)[CH2:8][CH2:7]1)=[O:5])[CH3:2]. The yield is 0.440. (6) The reactants are [CH:1]([C:3]1[CH:4]=[C:5]([C:9]2[CH:17]=[CH:16][C:15]([C:18]([NH2:20])=[O:19])=[C:14]3[C:10]=2[C:11]([CH3:22])=[C:12]([CH3:21])[NH:13]3)[CH:6]=[CH:7][CH:8]=1)=O.[CH3:23][S:24]([CH2:27][C:28]#[N:29])(=[O:26])=[O:25].N12CCCN=C1CCCCC2. The catalyst is C(O)C.CCOC(C)=O. The product is [C:28]([C:27]([S:24]([CH3:23])(=[O:26])=[O:25])=[CH:1][C:3]1[CH:4]=[C:5]([C:9]2[CH:17]=[CH:16][C:15]([C:18]([NH2:20])=[O:19])=[C:14]3[C:10]=2[C:11]([CH3:22])=[C:12]([CH3:21])[NH:13]3)[CH:6]=[CH:7][CH:8]=1)#[N:29]. The yield is 0.910.